This data is from Full USPTO retrosynthesis dataset with 1.9M reactions from patents (1976-2016). The task is: Predict the reactants needed to synthesize the given product. (1) Given the product [CH3:22][C:23]1[CH:29]=[CH:28][CH:27]=[C:26]([CH3:30])[C:24]=1[NH:25][C:2]1[CH:3]=[CH:4][CH:5]=[C:6]2[C:11]=1[N:10]=[C:9]([C:12]1[C:21]3[C:16](=[CH:17][CH:18]=[CH:19][CH:20]=3)[CH:15]=[CH:14][CH:13]=1)[CH:8]=[CH:7]2, predict the reactants needed to synthesize it. The reactants are: Br[C:2]1[CH:3]=[CH:4][CH:5]=[C:6]2[C:11]=1[N:10]=[C:9]([C:12]1[C:21]3[C:16](=[CH:17][CH:18]=[CH:19][CH:20]=3)[CH:15]=[CH:14][CH:13]=1)[CH:8]=[CH:7]2.[CH3:22][C:23]1[CH:29]=[CH:28][CH:27]=[C:26]([CH3:30])[C:24]=1[NH2:25].C1(P(C2CCCCC2)C2C=CC=CC=2C2C=CC=CC=2N(C)C)CCCCC1.CC([O-])(C)C.[Na+]. (2) Given the product [F:19][C:2]([F:1])([F:18])[C:3]([N:5]1[CH2:11][CH2:10][C:9]2[CH:12]=[C:13]([I:37])[C:14]([Cl:16])=[CH:15][C:8]=2[C@H:7]([CH3:17])[CH2:6]1)=[O:4], predict the reactants needed to synthesize it. The reactants are: [F:1][C:2]([F:19])([F:18])[C:3]([N:5]1[CH2:11][CH2:10][C:9]2[CH:12]=[CH:13][C:14]([Cl:16])=[CH:15][C:8]=2[C@H:7]([CH3:17])[CH2:6]1)=[O:4].[B-](F)(F)(F)F.C1C=CN=CC=1.C1C=CN=CC=1.[IH2+:37].FC(F)(F)S(O)(=O)=O. (3) Given the product [CH3:16][C@H:15]([C@H:14]([C:5]1[CH:6]=[CH:7][CH:8]=[C:3]([O:2][CH3:1])[CH:4]=1)[CH2:13][CH3:12])[CH:17]=[O:18], predict the reactants needed to synthesize it. The reactants are: [CH3:1][O:2][C:3]1[CH:4]=[C:5](B(O)O)[CH:6]=[CH:7][CH:8]=1.[CH3:12][CH2:13]/[CH:14]=[C:15](/[CH:17]=[O:18])\[CH3:16].CO.C(=O)([O-])[O-].[K+].[K+]. (4) Given the product [Cl:19][C:3]1[C:2]([CH:24]=[CH2:25])=[CH:7][N:6]=[C:5]2[N:8]([CH2:11][O:12][CH2:13][CH2:14][Si:15]([CH3:18])([CH3:17])[CH3:16])[CH:9]=[N:10][C:4]=12, predict the reactants needed to synthesize it. The reactants are: Br[C:2]1[C:3]([Cl:19])=[C:4]2[N:10]=[CH:9][N:8]([CH2:11][O:12][CH2:13][CH2:14][Si:15]([CH3:18])([CH3:17])[CH3:16])[C:5]2=[N:6][CH:7]=1.C[N+]12CC(=O)O[B-]1(C=C)O[C:24](=O)[CH2:25]2.C(=O)([O-])[O-].[K+].[K+].O1CCOCC1.O. (5) Given the product [CH3:1][O:2][C@@H:3]1[CH2:7][N:6]([CH:8]2[CH2:13][CH2:12][O:11][CH2:10][CH2:9]2)[CH2:5][C@H:4]1[NH:14][C:15](=[O:30])[CH2:16][NH:17][C:18]1[C:19]2[C:24](=[CH:23][CH:22]=[C:21]([C:25]([F:28])([F:27])[F:26])[CH:20]=2)[NH:38][N:37]=1, predict the reactants needed to synthesize it. The reactants are: [CH3:1][O:2][C@@H:3]1[CH2:7][N:6]([CH:8]2[CH2:13][CH2:12][O:11][CH2:10][CH2:9]2)[CH2:5][C@H:4]1[NH:14][C:15](=[O:30])[CH2:16][NH:17][C:18](=O)[C:19]1[CH:24]=[CH:23][CH:22]=[C:21]([C:25]([F:28])([F:27])[F:26])[CH:20]=1.FC(F)(F)C1C=C2C(=CC=1)[NH:38][N:37]=C2NCC(O)=O.FC(F)(F)C1C=C(C=CC=1)C(NCC(O)=O)=O.